This data is from Forward reaction prediction with 1.9M reactions from USPTO patents (1976-2016). The task is: Predict the product of the given reaction. (1) Given the reactants [C:1]([N:8]1[CH2:13][CH2:12][CH2:11][C:10](=[CH2:14])[CH2:9]1)([O:3][C:4]([CH3:7])([CH3:6])[CH3:5])=[O:2].B1C2CCCC1CCC2.Br[C:25]1[CH:35]=[CH:34][C:28]2[O:29][C:30]([F:33])([F:32])[O:31][C:27]=2[CH:26]=1.C(=O)([O-])[O-].[K+].[K+].[OH-].[Na+], predict the reaction product. The product is: [C:4]([O:3][C:1]([N:8]1[CH2:13][CH2:12][CH2:11][CH:10]([CH2:14][C:35]2[CH:25]=[CH:26][C:27]3[O:31][C:30]([F:32])([F:33])[O:29][C:28]=3[CH:34]=2)[CH2:9]1)=[O:2])([CH3:7])([CH3:6])[CH3:5]. (2) Given the reactants [OH:1][C:2]1[C:7]2[O:8][CH2:9][O:10][C:6]=2[CH:5]=[C:4]([C:11]([OH:13])=[O:12])[CH:3]=1.Br[CH2:15][CH2:16][C:17]1[CH:22]=[CH:21][CH:20]=[C:19]([CH3:23])[CH:18]=1.C(=O)([O-])[O-].[K+].[K+], predict the reaction product. The product is: [C:19]1([CH3:23])[CH:20]=[CH:21][CH:22]=[C:17]([CH2:16][CH2:15][O:12][C:11]([C:4]2[CH:3]=[C:2]([O:1][CH2:15][CH2:16][C:17]3[CH:18]=[C:19]([CH3:23])[CH:20]=[CH:21][CH:22]=3)[C:7]3[O:8][CH2:9][O:10][C:6]=3[CH:5]=2)=[O:13])[CH:18]=1. (3) Given the reactants [F:1][C:2]([F:13])([F:12])[C:3]([F:11])([C:7]([F:10])([F:9])[F:8])[CH2:4][CH2:5][CH3:6].FC(C(F)(F)F)(C(F)(F)F)C(OC)=[O:17].C([Mg]Br)C, predict the reaction product. The product is: [F:1][C:2]([F:12])([F:13])[C:3]([F:11])([C:7]([F:8])([F:9])[F:10])[CH:4]([OH:17])[CH2:5][CH3:6].